Dataset: Retrosynthesis with 50K atom-mapped reactions and 10 reaction types from USPTO. Task: Predict the reactants needed to synthesize the given product. Given the product COC(=O)CCC(CCCCNS(=O)(=O)c1ccc(Cl)cc1)CCn1ccnc1, predict the reactants needed to synthesize it. The reactants are: COC(=O)CCC(CCCCNS(=O)(=O)c1ccc(Cl)cc1)CCOS(C)(=O)=O.c1c[nH]cn1.